From a dataset of Catalyst prediction with 721,799 reactions and 888 catalyst types from USPTO. Predict which catalyst facilitates the given reaction. (1) Reactant: [CH3:1][O:2][C:3]1[CH:4]=[C:5]2[C:10](=[CH:11][CH:12]=1)[C:9]([O:13][C:14]1[CH:28]=[CH:27][C:17]([O:18][CH2:19][CH2:20][N:21]3[CH2:26][CH2:25][CH2:24][CH2:23][CH2:22]3)=[CH:16][CH:15]=1)=[C:8]([C:29]1[CH:33]=[C:32]([S:34]([CH3:37])(=[O:36])=[O:35])[S:31][CH:30]=1)[CH:7]=[CH:6]2.CCOCC.[ClH:43]. Product: [ClH:43].[CH3:1][O:2][C:3]1[CH:4]=[C:5]2[C:10](=[CH:11][CH:12]=1)[C:9]([O:13][C:14]1[CH:15]=[CH:16][C:17]([O:18][CH2:19][CH2:20][N:21]3[CH2:22][CH2:23][CH2:24][CH2:25][CH2:26]3)=[CH:27][CH:28]=1)=[C:8]([C:29]1[CH:33]=[C:32]([S:34]([CH3:37])(=[O:36])=[O:35])[S:31][CH:30]=1)[CH:7]=[CH:6]2. The catalyst class is: 13. (2) Reactant: [CH3:1][C:2]1[C:3]([N:12]2[CH:17]=[C:16]([C:18]([O:20][CH2:21][CH3:22])=[O:19])[C:15](=[O:23])[NH:14][C:13]2=[O:24])=[CH:4][C:5]2[NH:9][C:8](=[O:10])[NH:7][C:6]=2[CH:11]=1.Br[CH2:26][C:27]1[CH:32]=[CH:31][CH:30]=[C:29]([C:33]([F:36])([F:35])[F:34])[C:28]=1[CH3:37]. Product: [CH3:1][C:2]1[C:3]([N:12]2[CH:17]=[C:16]([C:18]([O:20][CH2:21][CH3:22])=[O:19])[C:15](=[O:23])[N:14]([CH2:26][C:27]3[CH:32]=[CH:31][CH:30]=[C:29]([C:33]([F:34])([F:35])[F:36])[C:28]=3[CH3:37])[C:13]2=[O:24])=[CH:4][C:5]2[NH:9][C:8](=[O:10])[NH:7][C:6]=2[CH:11]=1. The catalyst class is: 8. (3) Reactant: C([O:3][C:4](=[O:20])[C:5]([C:8]1[CH:13]=[CH:12][C:11]([O:14][CH:15]([CH3:17])[CH3:16])=[C:10]([O:18][CH3:19])[CH:9]=1)([CH3:7])[CH3:6])C.[OH-].[Na+].O. Product: [CH:15]([O:14][C:11]1[CH:12]=[CH:13][C:8]([C:5]([CH3:7])([CH3:6])[C:4]([OH:20])=[O:3])=[CH:9][C:10]=1[O:18][CH3:19])([CH3:16])[CH3:17]. The catalyst class is: 242. (4) Reactant: [CH3:1][O:2][C:3]([C:5]1[CH:6]=[C:7]2[CH:13]=[CH:12][N:11](S(C3C=CC(C)=CC=3)(=O)=O)[C:8]2=[N:9][CH:10]=1)=[O:4].C[O-].[Na+]. Product: [CH3:1][O:2][C:3]([C:5]1[CH:6]=[C:7]2[CH:13]=[CH:12][NH:11][C:8]2=[N:9][CH:10]=1)=[O:4]. The catalyst class is: 5.